From a dataset of Full USPTO retrosynthesis dataset with 1.9M reactions from patents (1976-2016). Predict the reactants needed to synthesize the given product. Given the product [CH2:12]([N:14]1[C:20]2[N:21]=[CH:22][C:23]([CH2:25][CH2:26][O:27][C:28]3[C:37]4[C:32](=[CH:33][CH:34]=[CH:35][CH:36]=4)[N+:31]([O-:9])=[CH:30][CH:29]=3)=[CH:24][C:19]=2[C:18](=[O:38])[NH:17][C:16]2[C:39]([CH3:43])=[CH:40][CH:41]=[N:42][C:15]1=2)[CH3:13], predict the reactants needed to synthesize it. The reactants are: C1C=C(Cl)C=C(C(OO)=[O:9])C=1.[CH2:12]([N:14]1[C:20]2[N:21]=[CH:22][C:23]([CH2:25][CH2:26][O:27][C:28]3[C:37]4[C:32](=[CH:33][CH:34]=[CH:35][CH:36]=4)[N:31]=[CH:30][CH:29]=3)=[CH:24][C:19]=2[C:18](=[O:38])[NH:17][C:16]2[C:39]([CH3:43])=[CH:40][CH:41]=[N:42][C:15]1=2)[CH3:13].